From a dataset of Forward reaction prediction with 1.9M reactions from USPTO patents (1976-2016). Predict the product of the given reaction. (1) Given the reactants C(=O)([O-])[O-].[K+].[K+].[CH3:7][N:8]1[CH2:13][CH2:12][NH:11][CH2:10][CH2:9]1.CS(O[CH2:19][C:20]1[S:28][C:27]2[CH2:26][CH2:25][N:24]([C:29]([O:31][C:32]([CH3:35])([CH3:34])[CH3:33])=[O:30])[CH2:23][C:22]=2[CH:21]=1)(=O)=O, predict the reaction product. The product is: [CH3:7][N:8]1[CH2:13][CH2:12][N:11]([CH2:19][C:20]2[S:28][C:27]3[CH2:26][CH2:25][N:24]([C:29]([O:31][C:32]([CH3:35])([CH3:34])[CH3:33])=[O:30])[CH2:23][C:22]=3[CH:21]=2)[CH2:10][CH2:9]1. (2) Given the reactants Br[C:2]1[C:3]([NH:14][C:15]2[C:24]3[C:19](=[CH:20][C:21]([F:26])=[CH:22][C:23]=3[F:25])[N:18]=[C:17]([C:27]3[CH:32]=[CH:31][CH:30]=[CH:29][N:28]=3)[C:16]=2[CH3:33])=[CH:4][C:5]([N:8]2[CH2:13][CH2:12][O:11][CH2:10][CH2:9]2)=[N:6][CH:7]=1.[C:34]1(B(O)O)[CH:39]=[CH:38][CH:37]=[CH:36][CH:35]=1.C1(P(C2CCCCC2)C2CCCCC2)CCCCC1.[O-]P([O-])([O-])=O.[K+].[K+].[K+], predict the reaction product. The product is: [F:25][C:23]1[CH:22]=[C:21]([F:26])[CH:20]=[C:19]2[C:24]=1[C:15]([NH:14][C:3]1[C:2]([C:34]3[CH:39]=[CH:38][CH:37]=[CH:36][CH:35]=3)=[CH:7][N:6]=[C:5]([N:8]3[CH2:9][CH2:10][O:11][CH2:12][CH2:13]3)[CH:4]=1)=[C:16]([CH3:33])[C:17]([C:27]1[CH:32]=[CH:31][CH:30]=[CH:29][N:28]=1)=[N:18]2. (3) Given the reactants [F:1][C:2]([F:41])([F:40])[S:3](OC1C2C(C3C=CC=CC=3)=C(C3C=CC(C4(NC(OC(C)(C)C)=O)CCC4)=CC=3)OC=2C=CN=1)(=[O:5])=[O:4].[CH3:42][S:43][C:44]1[NH:45][C:46](=[O:77])[C:47]2[C:52]([C:53]3[CH:58]=[CH:57][CH:56]=[CH:55][CH:54]=3)=[C:51]([C:59]3[CH:64]=[CH:63][C:62]([C:65]4([NH:69][C:70](=[O:76])[O:71][C:72]([CH3:75])([CH3:74])[CH3:73])[CH2:68][CH2:67][CH2:66]4)=[CH:61][CH:60]=3)[O:50][C:48]=2[N:49]=1, predict the reaction product. The product is: [F:1][C:2]([F:41])([F:40])[S:3]([O:77][C:46]1[C:47]2[C:52]([C:53]3[CH:54]=[CH:55][CH:56]=[CH:57][CH:58]=3)=[C:51]([C:59]3[CH:64]=[CH:63][C:62]([C:65]4([NH:69][C:70]([O:71][C:72]([CH3:74])([CH3:73])[CH3:75])=[O:76])[CH2:66][CH2:67][CH2:68]4)=[CH:61][CH:60]=3)[O:50][C:48]=2[N:49]=[C:44]([S:43][CH3:42])[N:45]=1)(=[O:5])=[O:4]. (4) Given the reactants [Cl:1][C:2]1[CH:3]=[CH:4][C:5]([C:20]([F:23])([F:22])[F:21])=[C:6]([CH:19]=1)[CH2:7][N:8]1[CH2:13][CH2:12][NH:11][C:10]2[N:14]=[CH:15][C:16](I)=[CH:17][C:9]1=2.[CH3:24][N:25]1[CH:29]=[C:28](B2OC(C)(C)C(C)(C)O2)[CH:27]=[N:26]1, predict the reaction product. The product is: [Cl:1][C:2]1[CH:3]=[CH:4][C:5]([C:20]([F:23])([F:22])[F:21])=[C:6]([CH:19]=1)[CH2:7][N:8]1[CH2:13][CH2:12][NH:11][C:10]2[N:14]=[CH:15][C:16]([C:28]3[CH:27]=[N:26][N:25]([CH3:24])[CH:29]=3)=[CH:17][C:9]1=2.